This data is from Peptide-MHC class I binding affinity with 185,985 pairs from IEDB/IMGT. The task is: Regression. Given a peptide amino acid sequence and an MHC pseudo amino acid sequence, predict their binding affinity value. This is MHC class I binding data. The peptide sequence is RYEFTAPFI. The MHC is HLA-B15:17 with pseudo-sequence HLA-B15:17. The binding affinity (normalized) is 0.0847.